Dataset: Forward reaction prediction with 1.9M reactions from USPTO patents (1976-2016). Task: Predict the product of the given reaction. Given the reactants [O:1]1[CH2:3][CH:2]1[C:4]1[CH:13]=[CH:12][C:7]2[O:8][CH2:9][CH2:10][O:11][C:6]=2[CH:5]=1.B(F)(F)F.CCOCC, predict the reaction product. The product is: [O:8]1[C:7]2[CH:12]=[CH:13][C:4]([CH2:2][CH:3]=[O:1])=[CH:5][C:6]=2[O:11][CH2:10][CH2:9]1.